From a dataset of Full USPTO retrosynthesis dataset with 1.9M reactions from patents (1976-2016). Predict the reactants needed to synthesize the given product. (1) Given the product [OH:3][C:4]1[CH:5]=[CH:6][C:7]2[C:19]3[C:18]4[CH:17]=[CH:16][N:15]=[CH:14][C:13]=4[C:12](=[O:20])[C:11]=3[C:10]([NH:21][CH2:22][CH2:23][N:24]([CH2:26][CH2:27][CH2:28][N:29]([CH2:31][CH2:32][NH:33][C:34]3[C:46]4[C:45](=[O:47])[C:44]5[CH:43]=[N:42][CH:41]=[CH:40][C:39]=5[C:38]=4[C:37]4[CH:48]=[CH:49][C:50]([OH:52])=[CH:51][C:36]=4[N:35]=3)[CH3:30])[CH3:25])=[N:9][C:8]=2[CH:54]=1, predict the reactants needed to synthesize it. The reactants are: Br.C[O:3][C:4]1[CH:5]=[CH:6][C:7]2[C:19]3[C:18]4[CH:17]=[CH:16][N:15]=[CH:14][C:13]=4[C:12](=[O:20])[C:11]=3[C:10]([NH:21][CH2:22][CH2:23][N:24]([CH2:26][CH2:27][CH2:28][N:29]([CH2:31][CH2:32][NH:33][C:34]3[C:46]4[C:45](=[O:47])[C:44]5[CH:43]=[N:42][CH:41]=[CH:40][C:39]=5[C:38]=4[C:37]4[CH:48]=[CH:49][C:50]([O:52]C)=[CH:51][C:36]=4[N:35]=3)[CH3:30])[CH3:25])=[N:9][C:8]=2[CH:54]=1. (2) Given the product [Cl:14][C:15]1[CH:16]=[CH:17][C:18]([C:21]2[S:25][C:24]3[C:26](=[O:27])[N:1]([C:2]4[CH:7]=[N:6][C:5]([N:8]5[CH2:12][CH2:11][C@@H:10]([OH:13])[CH2:9]5)=[CH:4][CH:3]=4)[CH:31]=[N:30][C:23]=3[CH:22]=2)=[CH:19][CH:20]=1, predict the reactants needed to synthesize it. The reactants are: [NH2:1][C:2]1[CH:3]=[CH:4][C:5]([N:8]2[CH2:12][CH2:11][C@@H:10]([OH:13])[CH2:9]2)=[N:6][CH:7]=1.[Cl:14][C:15]1[CH:20]=[CH:19][C:18]([C:21]2[S:25][C:24]([C:26](OC)=[O:27])=[C:23](/[N:30]=[CH:31]/N(C)C)[CH:22]=2)=[CH:17][CH:16]=1.C1(O)C=CC=CC=1.